Task: Predict the reaction yield, written as a fraction of the theoretical maximum amount of product (1.0 means a 100% yield; for example, 0.34 means a 34% yield).. Dataset: Reaction yield outcomes from USPTO patents with 853,638 reactions The reactants are [CH3:1][N:2]1[C@@H:19]2[CH2:20][C:7]3[CH:8]=[CH:9][C:10]([O:22][CH3:23])=[C:11]4[O:12][C@H:13]5[C:14]([CH2:16][CH2:17][C@:18]2([OH:21])[C@:5]5([C:6]=34)[CH2:4][CH2:3]1)=[O:15].C(O)C.[ClH:27].CN1[C@@H]2CC3C=CC(OC)=C4OC5C(C=C[C@]2(O)[C@]5(C=34)CC1)=O. The catalyst is O. The product is [CH3:1][N:2]1[C@@H:19]2[CH2:20][C:7]3[CH:8]=[CH:9][C:10]([O:22][CH3:23])=[C:11]4[O:12][C@H:13]5[C:14]([CH2:16][CH2:17][C@:18]2([OH:21])[C@:5]5([C:6]=34)[CH2:4][CH2:3]1)=[O:15].[ClH:27]. The yield is 0.851.